The task is: Predict the product of the given reaction.. This data is from Forward reaction prediction with 1.9M reactions from USPTO patents (1976-2016). (1) Given the reactants [C:1]([O:5][C:6]([NH:8][C@H:9]([C:13]([OH:15])=O)[C@@H:10]([CH3:12])[OH:11])=[O:7])([CH3:4])([CH3:3])[CH3:2].CCN(C(C)C)C(C)C.[NH:25]1[CH2:30][CH2:29][O:28][CH2:27][CH2:26]1.CN(C(ON1N=NC2C=CC=CC1=2)=[N+](C)C)C.[B-](F)(F)(F)F.C(=O)(O)[O-].[Na+], predict the reaction product. The product is: [OH:11][C@H:10]([CH3:12])[C@H:9]([NH:8][C:6](=[O:7])[O:5][C:1]([CH3:2])([CH3:3])[CH3:4])[C:13]([N:25]1[CH2:30][CH2:29][O:28][CH2:27][CH2:26]1)=[O:15]. (2) Given the reactants [C:1]([C:9]1[CH:10]=[CH:11][C:12]([N+:29]([O-])=O)=[C:13]([CH:28]=1)[CH2:14][NH:15][CH2:16][CH2:17][C:18]([N:20]([CH:22]1[CH2:27][CH2:26][CH2:25][CH2:24][CH2:23]1)[CH3:21])=[O:19])(=[O:8])[C:2]1[CH:7]=[CH:6][CH:5]=[CH:4][CH:3]=1.S1C=CC=C1, predict the reaction product. The product is: [NH2:29][C:12]1[CH:11]=[CH:10][C:9]([C:1](=[O:8])[C:2]2[CH:7]=[CH:6][CH:5]=[CH:4][CH:3]=2)=[CH:28][C:13]=1[CH2:14][NH:15][CH2:16][CH2:17][C:18]([N:20]([CH:22]1[CH2:23][CH2:24][CH2:25][CH2:26][CH2:27]1)[CH3:21])=[O:19]. (3) Given the reactants [CH:1]([C:3]1[S:31][C:6]2[N:7]=[C:8]([C@@H:18]3[CH2:22][C@H:21]([CH3:23])[CH2:20][N:19]3[C:24]([O:26][C:27]([CH3:30])([CH3:29])[CH3:28])=[O:25])[N:9]([CH2:10][O:11][CH2:12][CH2:13][Si:14]([CH3:17])([CH3:16])[CH3:15])[C:5]=2[CH:4]=1)=O.[C:32]([O-])([O-])=O.[K+].[K+], predict the reaction product. The product is: [C:1]([C:3]1[S:31][C:6]2[N:7]=[C:8]([C@@H:18]3[CH2:22][C@H:21]([CH3:23])[CH2:20][N:19]3[C:24]([O:26][C:27]([CH3:28])([CH3:29])[CH3:30])=[O:25])[N:9]([CH2:10][O:11][CH2:12][CH2:13][Si:14]([CH3:16])([CH3:17])[CH3:15])[C:5]=2[CH:4]=1)#[CH:32]. (4) Given the reactants [NH2:1][C:2](=[O:39])[CH2:3][C:4]1([C:34](OCC)=[O:35])[CH2:9][CH2:8][CH2:7][N:6]([CH:10]2[CH2:15][CH2:14][N:13]([C:16]([C:18]3[C:22]4[CH:23]=[CH:24][CH:25]=[CH:26][C:21]=4[S:20][C:19]=3[NH:27][C:28]([NH:30][CH2:31][CH2:32][CH3:33])=[O:29])=[O:17])[CH2:12][CH2:11]2)[CH2:5]1.C(OC(C)C)(C)C, predict the reaction product. The product is: [O:35]=[C:34]1[C:4]2([CH2:9][CH2:8][CH2:7][N:6]([CH:10]3[CH2:11][CH2:12][N:13]([C:16]([C:18]4[C:22]5[CH:23]=[CH:24][CH:25]=[CH:26][C:21]=5[S:20][C:19]=4[NH:27][C:28]([NH:30][CH2:31][CH2:32][CH3:33])=[O:29])=[O:17])[CH2:14][CH2:15]3)[CH2:5]2)[CH2:3][C:2](=[O:39])[NH:1]1. (5) Given the reactants [CH2:1]([O:3][C:4](=[O:26])[C:5]([OH:25])([C:21]([F:24])([F:23])[F:22])[CH2:6][C:7]([C:10]1[CH:15]=[C:14]([F:16])[CH:13]=[C:12](CC=C)[C:11]=1[OH:20])([CH3:9])[CH3:8])[CH3:2].O.C[N+]1([O-])CC[O:32]CC1.[CH3:36][C:37]([CH3:39])=[O:38], predict the reaction product. The product is: [CH2:1]([O:3][C:4](=[O:26])[C:5]([OH:25])([C:21]([F:24])([F:23])[F:22])[CH2:6][C:7]([C:10]1[CH:15]=[C:14]([F:16])[CH:13]=[C:12]([CH2:36][CH:37]([OH:38])[CH2:39][OH:32])[C:11]=1[OH:20])([CH3:9])[CH3:8])[CH3:2]. (6) The product is: [OH:28][C@@H:29]([CH2:42][NH:43][CH:24]1[CH2:23][CH2:22][N:21]([C:18]2[CH:19]=[CH:20][C:15]([CH:14]=[C:10]3[S:9][C:8]([N:5]4[CH2:4][CH2:3][N:2]([CH3:1])[CH2:7][CH2:6]4)=[N:12][C:11]3=[O:13])=[CH:16][CH:17]=2)[CH2:26][CH2:25]1)[CH2:30][O:31][C:32]1[C:40]2[NH:39][C:38](=[O:41])[NH:37][C:36]=2[CH:35]=[CH:34][CH:33]=1. Given the reactants [CH3:1][N:2]1[CH2:7][CH2:6][N:5]([C:8]2[S:9][C:10](=[CH:14][C:15]3[CH:20]=[CH:19][C:18]([N:21]4[CH2:26][CH2:25][C:24](=O)[CH2:23][CH2:22]4)=[CH:17][CH:16]=3)[C:11](=[O:13])[N:12]=2)[CH2:4][CH2:3]1.[OH:28][C@@H:29]([CH2:42][NH2:43])[CH2:30][O:31][C:32]1[C:40]2[NH:39][C:38](=[O:41])[NH:37][C:36]=2[CH:35]=[CH:34][CH:33]=1, predict the reaction product. (7) Given the reactants [NH2:1][C:2]1[CH:3]=[C:4]([OH:8])[CH:5]=[CH:6][CH:7]=1.CS([C:13]1[N:18]=[C:17]([C:19]2[N:23]3[CH:24]=[CH:25][CH:26]=[CH:27][C:22]3=[N:21][C:20]=2[C:28]2[CH:33]=[CH:32][CH:31]=[C:30]([CH3:34])[N:29]=2)[CH:16]=[CH:15][N:14]=1)(=O)=O, predict the reaction product. The product is: [CH3:34][C:30]1[N:29]=[C:28]([C:20]2[N:21]=[C:22]3[CH:27]=[CH:26][CH:25]=[CH:24][N:23]3[C:19]=2[C:17]2[CH:16]=[CH:15][N:14]=[C:13]([NH:1][C:2]3[CH:3]=[C:4]([OH:8])[CH:5]=[CH:6][CH:7]=3)[N:18]=2)[CH:33]=[CH:32][CH:31]=1.